Task: Predict the product of the given reaction.. Dataset: Forward reaction prediction with 1.9M reactions from USPTO patents (1976-2016) (1) The product is: [NH2:8][CH2:9][CH2:10][S:11][C:12]1[C:13]([C:20]([O:22][CH2:23][CH3:24])=[O:21])=[N:14][C:15]([O:18][CH3:19])=[N:16][CH:17]=1. Given the reactants C(OC([NH:8][CH2:9][CH2:10][S:11][C:12]1[C:13]([C:20]([O:22][CH2:23][CH3:24])=[O:21])=[N:14][C:15]([O:18][CH3:19])=[N:16][CH:17]=1)=O)(C)(C)C.C(O)(C(F)(F)F)=O, predict the reaction product. (2) Given the reactants [BH4-].[Na+].[F:3][C:4]1[CH:36]=[CH:35][C:7]([C:8]([CH2:10][N:11]2[CH:15]=[CH:14][N:13]=[C:12]2[CH2:16][O:17][Si:18]([C:31]([CH3:34])([CH3:33])[CH3:32])([C:25]2[CH:30]=[CH:29][CH:28]=[CH:27][CH:26]=2)[C:19]2[CH:24]=[CH:23][CH:22]=[CH:21][CH:20]=2)=[O:9])=[CH:6][CH:5]=1.Cl, predict the reaction product. The product is: [F:3][C:4]1[CH:36]=[CH:35][C:7]([CH:8]([OH:9])[CH2:10][N:11]2[CH:15]=[CH:14][N:13]=[C:12]2[CH2:16][O:17][Si:18]([C:31]([CH3:33])([CH3:32])[CH3:34])([C:19]2[CH:20]=[CH:21][CH:22]=[CH:23][CH:24]=2)[C:25]2[CH:30]=[CH:29][CH:28]=[CH:27][CH:26]=2)=[CH:6][CH:5]=1. (3) Given the reactants [F:1][C:2]1[CH:7]=[CH:6][C:5]([N:8]2[C:12]([CH2:13][O:14][C:15]3[N:16]=[CH:17][C:18]([C:21]([OH:23])=O)=[N:19][CH:20]=3)=[C:11]([CH3:24])[N:10]=[N:9]2)=[CH:4][CH:3]=1.[NH2:25][N:26]1[CH2:31][CH2:30][O:29][CH2:28][CH2:27]1, predict the reaction product. The product is: [N:26]1([NH:25][C:21]([C:18]2[CH:17]=[N:16][C:15]([O:14][CH2:13][C:12]3[N:8]([C:5]4[CH:4]=[CH:3][C:2]([F:1])=[CH:7][CH:6]=4)[N:9]=[N:10][C:11]=3[CH3:24])=[CH:20][N:19]=2)=[O:23])[CH2:31][CH2:30][O:29][CH2:28][CH2:27]1. (4) Given the reactants BrC1C=CC(C(C2SC=CC=2)=O)=CC=1.CN1C=CC=C1C#N.[OH:23][CH:24]([C:39]1[S:40][CH:41]=[CH:42][CH:43]=1)[C:25]1[CH:30]=[CH:29][C:28]([C:31]2[N:35]([CH3:36])[C:34]([C:37]#[N:38])=[CH:33][CH:32]=2)=[CH:27][CH:26]=1, predict the reaction product. The product is: [CH3:36][N:35]1[C:31]([C:28]2[CH:27]=[CH:26][C:25]([C:24]([C:39]3[S:40][CH:41]=[CH:42][CH:43]=3)=[O:23])=[CH:30][CH:29]=2)=[CH:32][CH:33]=[C:34]1[C:37]#[N:38]. (5) Given the reactants N[N:2]1[C:7](=[O:8])[C:6]2[O:9][C:10]3[CH:15]=[CH:14][C:13]([Cl:16])=[CH:12][C:11]=3[C:5]=2[NH:4][C:3]1=[O:17].N([O-])=O.[Na+], predict the reaction product. The product is: [Cl:16][C:13]1[CH:14]=[CH:15][C:10]2[O:9][C:6]3[C:7](=[O:8])[NH:2][C:3](=[O:17])[NH:4][C:5]=3[C:11]=2[CH:12]=1. (6) Given the reactants Br[C:2]1[S:6][C:5]([NH:7][C:8]([C:10]2[C:15]([F:16])=[CH:14][CH:13]=[CH:12][C:11]=2[F:17])=[O:9])=[N:4][CH:3]=1.[CH3:18][C:19]1[C:27](B2OC(C)(C)C(C)(C)O2)=[CH:26][C:22]2[N:23]=[CH:24]S[C:21]=2[CH:20]=1.C(=O)([O-])[O-:38].[Na+].[Na+].CC(=O)OCC.[Cl-].[Na+].O, predict the reaction product. The product is: [F:17][C:11]1[CH:12]=[CH:13][CH:14]=[C:15]([F:16])[C:10]=1[C:8]([NH:7][C:5]1[S:6][C:2]([C:27]2[C:19]([CH3:18])=[CH:20][C:21]3[O:38][CH:24]=[N:23][C:22]=3[CH:26]=2)=[CH:3][N:4]=1)=[O:9].